Dataset: Reaction yield outcomes from USPTO patents with 853,638 reactions. Task: Predict the reaction yield, written as a fraction of the theoretical maximum amount of product (1.0 means a 100% yield; for example, 0.34 means a 34% yield). (1) The reactants are [NH:1]1[C:9]2[C:4](=[CH:5][CH:6]=[CH:7][CH:8]=2)[C:3](/[CH:10]=[CH:11]/[C:12]2[CH:25]=[CH:24][C:15]([C:16]([N:18]3[CH2:23][CH2:22][NH:21][CH2:20][CH2:19]3)=[O:17])=[CH:14][CH:13]=2)=[N:2]1.CN1CCOCC1.Cl.C(N=C=NCCCN(C)C)C.O.ON1C2C=CC=CC=2N=N1.[CH3:56][O:57][CH2:58][CH2:59][O:60][CH2:61][C:62](O)=[O:63]. No catalyst specified. The product is [CH3:56][O:57][CH2:58][CH2:59][O:60][CH2:61][C:62]([N:21]1[CH2:22][CH2:23][N:18]([C:16](=[O:17])[C:15]2[CH:14]=[CH:13][C:12](/[CH:11]=[CH:10]/[C:3]3[C:4]4[C:9](=[CH:8][CH:7]=[CH:6][CH:5]=4)[NH:1][N:2]=3)=[CH:25][CH:24]=2)[CH2:19][CH2:20]1)=[O:63]. The yield is 0.0400. (2) The reactants are [Br:1][C:2]1[S:6][C:5]([CH2:7]Br)=[N:4][C:3]=1[C:9]1[CH:14]=[CH:13][C:12]([O:15][CH3:16])=[CH:11][CH:10]=1.C1C(=O)N(Br)C(=O)C1.CC(N=NC(C#N)(C)C)(C#N)C. The catalyst is C(Cl)(Cl)(Cl)Cl. The product is [Br:1][C:2]1[S:6][C:5]([CH3:7])=[N:4][C:3]=1[C:9]1[CH:14]=[CH:13][C:12]([O:15][CH3:16])=[CH:11][CH:10]=1. The yield is 0.580. (3) The reactants are [O:1]=[C:2]1[C:7]([CH2:8][C:9]2[CH:14]=[CH:13][C:12]([C:15]3[C:16]([C:21]#[N:22])=[CH:17][CH:18]=[CH:19][CH:20]=3)=[CH:11][CH:10]=2)=[C:6]([CH2:23][CH2:24][CH3:25])[N:5]2[N:26]=[CH:27][N:28]=[C:4]2[NH:3]1.[CH3:29][C:30]1([O:33][CH2:32]1)[CH3:31].C(=O)([O-])[O-].[K+].[K+].CN(C)C(=O)C. The catalyst is C(OCC)(=O)C. The product is [OH:33][C:30]([CH3:32])([CH3:31])[CH2:29][N:3]1[C:2](=[O:1])[C:7]([CH2:8][C:9]2[CH:10]=[CH:11][C:12]([C:15]3[C:16]([C:21]#[N:22])=[CH:17][CH:18]=[CH:19][CH:20]=3)=[CH:13][CH:14]=2)=[C:6]([CH2:23][CH2:24][CH3:25])[N:5]2[N:26]=[CH:27][N:28]=[C:4]12. The yield is 0.790.